Dataset: Peptide-MHC class I binding affinity with 185,985 pairs from IEDB/IMGT. Task: Regression. Given a peptide amino acid sequence and an MHC pseudo amino acid sequence, predict their binding affinity value. This is MHC class I binding data. (1) The peptide sequence is IGMGVTYL. The MHC is H-2-Db with pseudo-sequence H-2-Db. The binding affinity (normalized) is 0. (2) The peptide sequence is TTWCDGKKF. The MHC is HLA-B57:01 with pseudo-sequence HLA-B57:01. The binding affinity (normalized) is 0.450. (3) The MHC is HLA-A03:01 with pseudo-sequence HLA-A03:01. The peptide sequence is GAFDLSHFL. The binding affinity (normalized) is 0. (4) The peptide sequence is RVNKGTGVK. The MHC is HLA-B58:01 with pseudo-sequence HLA-B58:01. The binding affinity (normalized) is 0.0847. (5) The peptide sequence is TPGPGIRYPL. The MHC is HLA-B27:05 with pseudo-sequence HLA-B27:05. The binding affinity (normalized) is 0. (6) The peptide sequence is LIYDDNIDSI. The MHC is HLA-A02:06 with pseudo-sequence HLA-A02:06. The binding affinity (normalized) is 0.505.